This data is from NCI-60 drug combinations with 297,098 pairs across 59 cell lines. The task is: Regression. Given two drug SMILES strings and cell line genomic features, predict the synergy score measuring deviation from expected non-interaction effect. (1) Drug 1: C1CN1P(=S)(N2CC2)N3CC3. Drug 2: C1=NC(=NC(=O)N1C2C(C(C(O2)CO)O)O)N. Cell line: HCC-2998. Synergy scores: CSS=22.1, Synergy_ZIP=-8.44, Synergy_Bliss=-5.51, Synergy_Loewe=-3.04, Synergy_HSA=-1.12. (2) Drug 1: CC1C(C(=O)NC(C(=O)N2CCCC2C(=O)N(CC(=O)N(C(C(=O)O1)C(C)C)C)C)C(C)C)NC(=O)C3=C4C(=C(C=C3)C)OC5=C(C(=O)C(=C(C5=N4)C(=O)NC6C(OC(=O)C(N(C(=O)CN(C(=O)C7CCCN7C(=O)C(NC6=O)C(C)C)C)C)C(C)C)C)N)C. Drug 2: B(C(CC(C)C)NC(=O)C(CC1=CC=CC=C1)NC(=O)C2=NC=CN=C2)(O)O. Cell line: UACC-257. Synergy scores: CSS=6.13, Synergy_ZIP=-0.429, Synergy_Bliss=-2.37, Synergy_Loewe=-15.2, Synergy_HSA=-3.14.